This data is from Catalyst prediction with 721,799 reactions and 888 catalyst types from USPTO. The task is: Predict which catalyst facilitates the given reaction. Reactant: [CH2:1]([O:3][C:4]([C:6]1[CH:11]=[N:10][CH:9]=[C:8](Cl)[N:7]=1)=[O:5])[CH3:2].[NH:13]1[C:21]2[C:16](=[CH:17][C:18](B(O)O)=[CH:19][CH:20]=2)[CH:15]=[CH:14]1.C(=O)([O-])[O-].[Cs+].[Cs+].C(Cl)Cl. Product: [CH2:1]([O:3][C:4]([C:6]1[CH:11]=[N:10][CH:9]=[C:8]([C:18]2[CH:17]=[C:16]3[C:21](=[CH:20][CH:19]=2)[NH:13][CH:14]=[CH:15]3)[N:7]=1)=[O:5])[CH3:2]. The catalyst class is: 75.